Dataset: Forward reaction prediction with 1.9M reactions from USPTO patents (1976-2016). Task: Predict the product of the given reaction. (1) Given the reactants Cl.[CH3:2][C:3]1([C:17]([O:19]CC)=[O:18])[CH2:8][CH2:7][N:6]([C:9]2[CH2:16][C:12]3([CH2:15][NH:14][CH2:13]3)[O:11][N:10]=2)[CH2:5][CH2:4]1.[CH2:22]([O:24][C:25]1[CH:26]=[C:27]([CH:30]=[CH:31][C:32]=1[O:33][CH2:34][C:35]1[N:36]=[C:37]([C:41]2[CH:46]=[CH:45][CH:44]=[CH:43][CH:42]=2)[O:38][C:39]=1[CH3:40])[CH:28]=O)[CH3:23], predict the reaction product. The product is: [CH2:22]([O:24][C:25]1[CH:26]=[C:27]([CH:30]=[CH:31][C:32]=1[O:33][CH2:34][C:35]1[N:36]=[C:37]([C:41]2[CH:46]=[CH:45][CH:44]=[CH:43][CH:42]=2)[O:38][C:39]=1[CH3:40])[CH2:28][N:14]1[CH2:13][C:12]2([CH2:16][C:9]([N:6]3[CH2:7][CH2:8][C:3]([CH3:2])([C:17]([OH:19])=[O:18])[CH2:4][CH2:5]3)=[N:10][O:11]2)[CH2:15]1)[CH3:23]. (2) Given the reactants Cl.[C:2]([C:4]1([NH:10][C:11]([CH:13]([NH:21][C:22]([N:24]2[CH2:29][CH2:28][O:27][CH2:26][CH2:25]2)=[O:23])[CH2:14][CH:15]2[CH2:20][CH2:19][CH2:18][CH2:17][CH2:16]2)=[O:12])[CH2:9][CH2:8][NH:7][CH2:6][CH2:5]1)#[N:3].Br[CH2:31][CH2:32][CH2:33][C:34]([OH:36])=[O:35].CCN(C(C)C)C(C)C, predict the reaction product. The product is: [C:2]([C:4]1([NH:10][C:11](=[O:12])[CH:13]([NH:21][C:22]([N:24]2[CH2:29][CH2:28][O:27][CH2:26][CH2:25]2)=[O:23])[CH2:14][CH:15]2[CH2:16][CH2:17][CH2:18][CH2:19][CH2:20]2)[CH2:5][CH2:6][N:7]([CH2:31][CH2:32][CH2:33][C:34]([OH:36])=[O:35])[CH2:8][CH2:9]1)#[N:3]. (3) Given the reactants [F:1][C:2]1[CH:16]=[CH:15][C:5]([CH2:6][O:7][C:8]2[CH:13]=[CH:12][NH:11][C:10](=[O:14])[CH:9]=2)=[CH:4][CH:3]=1.Br[C:18]1[CH:19]=[CH:20][C:21]2[N:25]=[C:24]([C:26](=[O:28])[CH3:27])[N:23]([CH3:29])[C:22]=2[CH:30]=1.CNCCNC.C(=O)([O-])[O-].[K+].[K+], predict the reaction product. The product is: [C:26]([C:24]1[N:23]([CH3:29])[C:22]2[CH:30]=[C:18]([N:11]3[CH:12]=[CH:13][C:8]([O:7][CH2:6][C:5]4[CH:15]=[CH:16][C:2]([F:1])=[CH:3][CH:4]=4)=[CH:9][C:10]3=[O:14])[CH:19]=[CH:20][C:21]=2[N:25]=1)(=[O:28])[CH3:27]. (4) Given the reactants [NH2:1][C:2]1[CH:7]=[CH:6][C:5]([C:8]2([CH3:17])[CH2:12][S:11][C:10]([NH:13][C:14](=[O:16])[CH3:15])=[N:9]2)=[CH:4][CH:3]=1.[CH3:18][S:19](Cl)(=[O:21])=[O:20].C(=O)([O-])[O-].[Na+].[Na+], predict the reaction product. The product is: [CH3:18][S:19]([NH:1][C:2]1[CH:3]=[CH:4][C:5]([C:8]2([CH3:17])[CH2:12][S:11][C:10]([NH:13][C:14](=[O:16])[CH3:15])=[N:9]2)=[CH:6][CH:7]=1)(=[O:21])=[O:20]. (5) Given the reactants [CH2:1]([Li])[CH2:2][CH2:3][CH3:4].[C:6]([N:13]1[CH2:18][CH2:17][C:16](=[O:19])[CH2:15][CH2:14]1)([O:8][C:9]([CH3:12])([CH3:11])[CH3:10])=[O:7].[O:20]1[CH2:24][CH2:23][CH2:22][CH2:21]1, predict the reaction product. The product is: [OH:19][C:16]1([C:1]2[CH:2]=[C:3]([CH3:4])[CH:21]=[CH:22][C:23]=2[CH2:24][OH:20])[CH2:17][CH2:18][N:13]([C:6]([O:8][C:9]([CH3:12])([CH3:11])[CH3:10])=[O:7])[CH2:14][CH2:15]1. (6) Given the reactants Cl[C:2]1[N:7]=[C:6]([NH:8][C:9]2[CH:18]=[CH:17][CH:16]=[CH:15][C:10]=2[C:11]([NH:13][CH3:14])=[O:12])[C:5]([Cl:19])=[CH:4][N:3]=1.[NH2:20][C:21]1[CH:22]=[C:23]([CH:33]=[CH:34][CH:35]=1)[CH2:24][NH:25][C:26](=[O:32])[O:27][C:28]([CH3:31])([CH3:30])[CH3:29].CC(C1C=C(C(C)C)C(C2C=CC=CC=2P(C2CCCCC2)C2CCCCC2)=C(C(C)C)C=1)C.C([O-])([O-])=O.[K+].[K+], predict the reaction product. The product is: [Cl:19][C:5]1[C:6]([NH:8][C:9]2[CH:18]=[CH:17][CH:16]=[CH:15][C:10]=2[C:11](=[O:12])[NH:13][CH3:14])=[N:7][C:2]([NH:20][C:21]2[CH:22]=[C:23]([CH:33]=[CH:34][CH:35]=2)[CH2:24][NH:25][C:26](=[O:32])[O:27][C:28]([CH3:31])([CH3:30])[CH3:29])=[N:3][CH:4]=1.